This data is from NCI-60 drug combinations with 297,098 pairs across 59 cell lines. The task is: Regression. Given two drug SMILES strings and cell line genomic features, predict the synergy score measuring deviation from expected non-interaction effect. (1) Drug 1: COC1=C(C=C2C(=C1)N=CN=C2NC3=CC(=C(C=C3)F)Cl)OCCCN4CCOCC4. Drug 2: C1=CC(=CC=C1CCC2=CNC3=C2C(=O)NC(=N3)N)C(=O)NC(CCC(=O)O)C(=O)O. Cell line: 786-0. Synergy scores: CSS=27.2, Synergy_ZIP=-7.01, Synergy_Bliss=-4.67, Synergy_Loewe=0.0859, Synergy_HSA=1.46. (2) Drug 1: CC1=C2C(C(=O)C3(C(CC4C(C3C(C(C2(C)C)(CC1OC(=O)C(C(C5=CC=CC=C5)NC(=O)OC(C)(C)C)O)O)OC(=O)C6=CC=CC=C6)(CO4)OC(=O)C)O)C)O. Drug 2: C#CCC(CC1=CN=C2C(=N1)C(=NC(=N2)N)N)C3=CC=C(C=C3)C(=O)NC(CCC(=O)O)C(=O)O. Cell line: MDA-MB-435. Synergy scores: CSS=49.3, Synergy_ZIP=-3.24, Synergy_Bliss=-6.95, Synergy_Loewe=-7.05, Synergy_HSA=-3.36. (3) Drug 1: CCC1(CC2CC(C3=C(CCN(C2)C1)C4=CC=CC=C4N3)(C5=C(C=C6C(=C5)C78CCN9C7C(C=CC9)(C(C(C8N6C)(C(=O)OC)O)OC(=O)C)CC)OC)C(=O)OC)O.OS(=O)(=O)O. Drug 2: CCCCCOC(=O)NC1=NC(=O)N(C=C1F)C2C(C(C(O2)C)O)O. Cell line: A549. Synergy scores: CSS=-2.98, Synergy_ZIP=4.73, Synergy_Bliss=6.86, Synergy_Loewe=-4.10, Synergy_HSA=-1.67. (4) Drug 1: CS(=O)(=O)C1=CC(=C(C=C1)C(=O)NC2=CC(=C(C=C2)Cl)C3=CC=CC=N3)Cl. Drug 2: C1=NC2=C(N=C(N=C2N1C3C(C(C(O3)CO)O)O)F)N. Cell line: KM12. Synergy scores: CSS=17.9, Synergy_ZIP=-8.06, Synergy_Bliss=0.964, Synergy_Loewe=-6.96, Synergy_HSA=1.68. (5) Drug 1: C1CCC(CC1)NC(=O)N(CCCl)N=O. Drug 2: C1CNP(=O)(OC1)N(CCCl)CCCl. Cell line: SR. Synergy scores: CSS=53.2, Synergy_ZIP=1.66, Synergy_Bliss=1.63, Synergy_Loewe=-26.2, Synergy_HSA=1.67. (6) Drug 2: CN(CCCl)CCCl.Cl. Drug 1: COC1=CC(=CC(=C1O)OC)C2C3C(COC3=O)C(C4=CC5=C(C=C24)OCO5)OC6C(C(C7C(O6)COC(O7)C8=CC=CS8)O)O. Synergy scores: CSS=47.3, Synergy_ZIP=-1.39, Synergy_Bliss=0.340, Synergy_Loewe=-4.77, Synergy_HSA=2.86. Cell line: K-562. (7) Drug 1: CNC(=O)C1=CC=CC=C1SC2=CC3=C(C=C2)C(=NN3)C=CC4=CC=CC=N4. Drug 2: CN1C(=O)N2C=NC(=C2N=N1)C(=O)N. Cell line: HOP-92. Synergy scores: CSS=6.51, Synergy_ZIP=-1.46, Synergy_Bliss=-1.98, Synergy_Loewe=-1.92, Synergy_HSA=-2.78.